Dataset: Full USPTO retrosynthesis dataset with 1.9M reactions from patents (1976-2016). Task: Predict the reactants needed to synthesize the given product. (1) Given the product [CH3:30][N:31]([CH3:35])[CH2:32][CH2:33][NH:34][C:25]([C:17]1[C:18]2[CH2:24][CH2:23][CH2:22][CH2:21][C:19]=2[S:20][C:16]=1[NH:15][C:13](=[O:14])[CH2:12][N:5]1[C:6]2[CH2:7][CH2:8][CH2:9][CH2:10][C:11]=2[C:3]([C:2]([F:29])([F:28])[F:1])=[N:4]1)=[O:26], predict the reactants needed to synthesize it. The reactants are: [F:1][C:2]([F:29])([F:28])[C:3]1[C:11]2[CH2:10][CH2:9][CH2:8][CH2:7][C:6]=2[N:5]([CH2:12][C:13]([NH:15][C:16]2[S:20][C:19]3[CH2:21][CH2:22][CH2:23][CH2:24][C:18]=3[C:17]=2[C:25](O)=[O:26])=[O:14])[N:4]=1.[CH3:30][N:31]([CH3:35])[CH2:32][CH2:33][NH2:34].C(N(CC)C(C)C)(C)C. (2) Given the product [CH:1]1[C:10]2[C:5](=[CH:6][CH:7]=[CH:8][CH:9]=2)[CH:4]=[CH:3][C:2]=1[CH:11]([C:29]1[CH:34]=[CH:33][CH:32]=[CH:31][CH:30]=1)[NH:12][S:13]([C:16]1[CH:26]=[CH:25][C:19]2[O:20][CH2:21][CH2:22][CH2:23][O:24][C:18]=2[CH:17]=1)(=[O:15])=[O:14], predict the reactants needed to synthesize it. The reactants are: [CH:1]1[C:10]2[C:5](=[CH:6][CH:7]=[CH:8][CH:9]=2)[CH:4]=[CH:3][C:2]=1[CH:11]=[N:12][S:13]([C:16]1[CH:26]=[CH:25][C:19]2[O:20][CH2:21][CH2:22][CH2:23][O:24][C:18]=2[CH:17]=1)(=[O:15])=[O:14].Br[Mg][C:29]1[CH:34]=[CH:33][CH:32]=[CH:31][CH:30]=1. (3) Given the product [C:18]([C:1]1[C:14]2[CH2:13][C:12]3[C:7](=[C:8]([C:15](=[O:17])[C:1]4[CH:14]=[CH:5][CH:4]=[CH:3][CH:2]=4)[CH:9]=[CH:10][CH:11]=3)[CH2:6][C:5]=2[CH:4]=[CH:3][CH:2]=1)(=[O:20])[C:25]1[CH:30]=[CH:29][CH:28]=[CH:27][CH:26]=1, predict the reactants needed to synthesize it. The reactants are: [C:1]1([C:18]([OH:20])=O)[C:14]2[CH2:13][C:12]3[CH:11]=[CH:10][CH:9]=[C:8]([C:15]([OH:17])=O)[C:7]=3[CH2:6][C:5]=2[CH:4]=[CH:3][CH:2]=1.[Al+3].[Cl-].[Cl-].[Cl-].[CH:25]1[CH:30]=[CH:29][CH:28]=[CH:27][CH:26]=1.Cl. (4) The reactants are: C[O:2][C:3](=[O:40])[C:4]([C:7]1[CH:12]=[CH:11][C:10]([NH:13][C:14]([N:16]([C:23]2[N:24]([C:32]3[CH:37]=[CH:36][C:35]([Cl:38])=[CH:34][CH:33]=3)[N:25]=[C:26]3[C:31]=2[CH:30]=[CH:29][CH:28]=[CH:27]3)[CH:17]2[CH2:22][CH2:21][CH2:20][CH2:19][CH2:18]2)=[O:15])=[C:9]([F:39])[CH:8]=1)([CH3:6])[CH3:5].[OH-].[Li+]. Given the product [Cl:38][C:35]1[CH:36]=[CH:37][C:32]([N:24]2[C:23]([N:16]([CH:17]3[CH2:18][CH2:19][CH2:20][CH2:21][CH2:22]3)[C:14](=[O:15])[NH:13][C:10]3[CH:11]=[CH:12][C:7]([C:4]([CH3:6])([CH3:5])[C:3]([OH:40])=[O:2])=[CH:8][C:9]=3[F:39])=[C:31]3[C:26]([CH:27]=[CH:28][CH:29]=[CH:30]3)=[N:25]2)=[CH:33][CH:34]=1, predict the reactants needed to synthesize it. (5) Given the product [N:22]1([CH:10]([NH:19][C:17](=[O:18])[C:16]2[CH:20]=[CH:21][C:13]([Cl:12])=[CH:14][CH:15]=2)[C:3]([CH2:1][CH3:2])([CH2:8][CH3:9])[CH2:4][CH2:5][C:6]#[N:7])[C:26]2[CH:27]=[CH:28][CH:29]=[CH:30][C:25]=2[N:24]=[N:23]1, predict the reactants needed to synthesize it. The reactants are: [CH2:1]([C:3]([CH:10]=O)([CH2:8][CH3:9])[CH2:4][CH2:5][C:6]#[N:7])[CH3:2].[Cl:12][C:13]1[CH:21]=[CH:20][C:16]([C:17]([NH2:19])=[O:18])=[CH:15][CH:14]=1.[NH:22]1[C:26]2[CH:27]=[CH:28][CH:29]=[CH:30][C:25]=2[N:24]=[N:23]1.C1(C)C=CC(S(O)(=O)=O)=CC=1. (6) Given the product [S:1]1[CH:5]=[CH:4][CH:3]=[C:2]1[S:6]([N:9]1[CH2:14][CH2:13][N:12]([C:15]2[CH:16]=[CH:17][C:18]([C@:21]([OH:27])([CH3:26])[C:22]([F:23])([F:24])[F:25])=[CH:19][CH:20]=2)[C@H:11]([CH2:28][N:29]2[CH2:32][CH:31]([OH:33])[CH2:30]2)[CH2:10]1)(=[O:7])=[O:8], predict the reactants needed to synthesize it. The reactants are: [S:1]1[CH:5]=[CH:4][CH:3]=[C:2]1[S:6]([N:9]1[CH2:14][CH2:13][N:12]([C:15]2[CH:20]=[CH:19][C:18]([C@@:21]([OH:27])([CH3:26])[C:22]([F:25])([F:24])[F:23])=[CH:17][CH:16]=2)[C@H:11]([CH2:28][N:29]2[CH2:32][CH:31]([OH:33])[CH2:30]2)[CH2:10]1)(=[O:8])=[O:7].S1C=CC=C1S(N1CCN(C2C=CC([C@](O)(C)C(F)(F)F)=CC=2)[C@@H](CN2CC(O)C2)C1)(=O)=O.S1C=CC=C1S(N1CCN(C2C=CC([C@@](O)(C)C(F)(F)F)=CC=2)[C@@H](CN2CC(O)C2)C1)(=O)=O.C1N=C(N)C2N=CN([C@@H]3O[C@H](COP(OP(OC[C@H]4O[C@@H](N5C=C(C(N)=O)CC=C5)[C@H](O)[C@@H]4O)(O)=O)(O)=O)[C@@H](O)[C@H]3OP(O)(O)=O)C=2N=1. (7) Given the product [CH2:1]([O:3][C:4]([C:6]1[N:10]([CH2:11][C:12]2[CH:13]=[CH:14][C:15]([C:18]3[CH:23]=[CH:22][CH:21]=[CH:20][C:19]=3[C:24]3[N:28]([C:29]([C:30]4[CH:31]=[CH:32][CH:33]=[CH:34][CH:35]=4)([C:36]4[CH:41]=[CH:40][CH:39]=[CH:38][CH:37]=4)[C:42]4[CH:43]=[CH:44][CH:45]=[CH:46][CH:47]=4)[N:27]=[N:26][N:25]=3)=[CH:16][CH:17]=2)[C:9]([CH2:51][CH2:52][CH3:53])=[N:8][C:7]=1[CH:54]([S:77][CH2:76][C:73]1[CH:74]=[CH:75][C:70]([O:69][C:68]2[CH:78]=[CH:79][C:80]([N+:81]([O-:83])=[O:82])=[C:66]([N:64]([C:62]([O:61][C:57]([CH3:60])([CH3:59])[CH3:58])=[O:63])[CH3:65])[CH:67]=2)=[N:71][CH:72]=1)[CH3:55])=[O:5])[CH3:2], predict the reactants needed to synthesize it. The reactants are: [CH2:1]([O:3][C:4]([C:6]1[N:10]([CH2:11][C:12]2[CH:17]=[CH:16][C:15]([C:18]3[CH:23]=[CH:22][CH:21]=[CH:20][C:19]=3[C:24]3[N:28]([C:29]([C:42]4[CH:47]=[CH:46][CH:45]=[CH:44][CH:43]=4)([C:36]4[CH:41]=[CH:40][CH:39]=[CH:38][CH:37]=4)[C:30]4[CH:35]=[CH:34][CH:33]=[CH:32][CH:31]=4)[N:27]=[N:26][N:25]=3)=[CH:14][CH:13]=2)[C:9]([CH2:51][CH2:52][CH3:53])(CCC)[NH:8][C:7]=1[CH:54](Cl)[CH3:55])=[O:5])[CH3:2].[C:57]([O:61][C:62]([N:64]([C:66]1[CH:67]=[C:68]([CH:78]=[CH:79][C:80]=1[N+:81]([O-:83])=[O:82])[O:69][C:70]1[CH:75]=[CH:74][C:73]([CH2:76][SH:77])=[CH:72][N:71]=1)[CH3:65])=[O:63])([CH3:60])([CH3:59])[CH3:58].C(=O)([O-])[O-].[K+].[K+].